This data is from Forward reaction prediction with 1.9M reactions from USPTO patents (1976-2016). The task is: Predict the product of the given reaction. (1) Given the reactants Cl.Cl.[NH2:3][C:4]1[CH:9]=[CH:8][C:7]([C:10]2[CH:15]=[CH:14][C:13]([NH:16][C:17]([C@@H:19]3[CH:24]4[CH2:25][CH2:26][N:21]([CH2:22][CH2:23]4)[CH2:20]3)=[O:18])=[CH:12][CH:11]=2)=[CH:6][CH:5]=1.[CH3:27][O:28][CH2:29][C:30]([Cl:32])=[O:31].CS(C)=O, predict the reaction product. The product is: [ClH:32].[CH3:27][O:28][CH2:29][C:30]([NH:3][C:4]1[CH:9]=[CH:8][C:7]([C:10]2[CH:11]=[CH:12][C:13]([NH:16][C:17]([C@@H:19]3[CH:24]4[CH2:23][CH2:22][N:21]([CH2:26][CH2:25]4)[CH2:20]3)=[O:18])=[CH:14][CH:15]=2)=[CH:6][CH:5]=1)=[O:31]. (2) Given the reactants [OH:1][CH:2]1[CH2:5][N:4]([C:6]([N:8]2[CH2:13][CH:12]([C:14]3[CH:19]=[CH:18][C:17]([C:20]([F:23])([F:22])[F:21])=[CH:16][CH:15]=3)[CH2:11][CH:10]([C:24]([OH:26])=O)[CH2:9]2)=[O:7])[CH2:3]1.O[N:28]=[C:29]([NH2:36])[CH2:30][CH2:31][O:32][CH:33]([CH3:35])[CH3:34], predict the reaction product. The product is: [OH:1][CH:2]1[CH2:3][N:4]([C:6]([N:8]2[CH2:13][CH:12]([C:14]3[CH:15]=[CH:16][C:17]([C:20]([F:23])([F:21])[F:22])=[CH:18][CH:19]=3)[CH2:11][CH:10]([C:24]3[O:26][N:36]=[C:29]([CH2:30][CH2:31][O:32][CH:33]([CH3:35])[CH3:34])[N:28]=3)[CH2:9]2)=[O:7])[CH2:5]1. (3) Given the reactants [C:1]1([C:11]([OH:13])=O)[C:10]2[CH2:9][CH2:8][CH2:7][CH2:6][C:5]=2[CH:4]=C[CH:2]=1.C([O:16][C:17]([C:19]1([NH2:30])[CH2:27][C:26]2[C:21](=[CH:22][CH:23]=[C:24](OC)[CH:25]=2)[CH2:20]1)=[O:18])C.C[N:32](C(ON1N=NC2C=CC=NC1=2)=[N+](C)C)C.F[P-](F)(F)(F)(F)F.CCN(C(C)C)C(C)C, predict the reaction product. The product is: [CH:4]1[C:5]2[C:10](=[CH:9][CH:8]=[CH:7][CH:6]=2)[C:1]([C:11]([NH:30][C:19]2([C:17]([OH:16])=[O:18])[CH2:27][C:26]3[C:21](=[CH:22][CH:23]=[CH:24][CH:25]=3)[CH2:20]2)=[O:13])=[CH:2][N:32]=1. (4) Given the reactants [OH:1][C:2]1[CH:7]=[CH:6][C:5]([C:8]2[CH:12]=[C:11]([C:13]([NH2:15])=[O:14])[O:10][N:9]=2)=[CH:4][CH:3]=1.C([O-])([O-])=O.[K+].[K+].[F:22][C:23]([F:34])([F:33])[O:24][C:25]1[CH:32]=[CH:31][CH:30]=[CH:29][C:26]=1[CH2:27]Br, predict the reaction product. The product is: [F:22][C:23]([F:33])([F:34])[O:24][C:25]1[CH:32]=[CH:31][CH:30]=[CH:29][C:26]=1[CH2:27][O:1][C:2]1[CH:3]=[CH:4][C:5]([C:8]2[CH:12]=[C:11]([C:13]([NH2:15])=[O:14])[O:10][N:9]=2)=[CH:6][CH:7]=1. (5) Given the reactants [CH:1]1[C:9]2[C:8]3[CH:10]=[CH:11][CH:12]=[CH:13][C:7]=3[S:6][C:5]=2[C:4]([C:14]2[CH:19]=[C:18]([CH3:20])[CH:17]=[C:16]([C:21]3[C:26]4[S:27][C:28]5[CH:33]=[CH:32][CH:31]=[CH:30][C:29]=5[C:25]=4[CH:24]=[CH:23][CH:22]=3)[C:15]=2[OH:34])=[CH:3][CH:2]=1.C(Cl)Cl.C(N(CC)CC)C.[C:45](Cl)(=[O:48])[CH:46]=[CH2:47], predict the reaction product. The product is: [C:45]([O:34][C:15]1[C:16]([C:21]2[C:26]3[S:27][C:28]4[CH:33]=[CH:32][CH:31]=[CH:30][C:29]=4[C:25]=3[CH:24]=[CH:23][CH:22]=2)=[CH:17][C:18]([CH3:20])=[CH:19][C:14]=1[C:4]1[C:5]2[S:6][C:7]3[CH:13]=[CH:12][CH:11]=[CH:10][C:8]=3[C:9]=2[CH:1]=[CH:2][CH:3]=1)(=[O:48])[CH:46]=[CH2:47]. (6) Given the reactants [C:1]([C:5]1[O:9][N:8]=[C:7]([NH:10][C:11]([NH:13][C:14]2[CH:19]=[CH:18][CH:17]=[C:16]([S:20][C:21]3[C:30]4[C:25](=[CH:26][C:27]([O:41][CH3:42])=[C:28]([O:31][CH2:32][CH2:33][CH2:34][N:35]5[CH2:40][CH2:39][CH2:38][CH2:37][CH2:36]5)[CH:29]=4)[N:24]=[CH:23][N:22]=3)[CH:15]=2)=[O:12])[CH:6]=1)([CH3:4])([CH3:3])[CH3:2].N1CCC([CH2:49][OH:50])CC1, predict the reaction product. The product is: [C:1]([C:5]1[O:9][N:8]=[C:7]([NH:10][C:11]([NH:13][C:14]2[CH:19]=[CH:18][CH:17]=[C:16]([S:20][C:21]3[C:30]4[C:25](=[CH:26][C:27]([O:41][CH3:42])=[C:28]([O:31][CH2:32][CH2:33][CH2:34][N:35]5[CH2:40][CH2:39][CH:38]([CH2:49][OH:50])[CH2:37][CH2:36]5)[CH:29]=4)[N:24]=[CH:23][N:22]=3)[CH:15]=2)=[O:12])[CH:6]=1)([CH3:4])([CH3:2])[CH3:3]. (7) Given the reactants [CH2:1]([O:3][C:4](=[O:36])[O:5][C@H:6]1[CH2:10][C@@H:9]([N:11]2[CH:19]=[N:18][C:17]3[C:12]2=[N:13][C:14](Cl)=[N:15][C:16]=3[NH:20][CH2:21][CH:22]([C:29]2[CH:34]=[CH:33][CH:32]=[CH:31][CH:30]=2)[C:23]2[CH:28]=[CH:27][CH:26]=[CH:25][CH:24]=2)[CH:8]=[CH:7]1)[CH3:2].[CH3:37][O:38][C:39](C1N=C2C(N=CN2[C@@H]2C[C@H](O)C=C2)=C(NCC(C2C=CC=CC=2)C2C=CC=CC=2)N=1)=[O:40], predict the reaction product. The product is: [CH3:37][O:38][C:39]([C:14]1[N:13]=[C:12]2[C:17]([N:18]=[CH:19][N:11]2[C@@H:9]2[CH2:10][C@H:6]([O:5][C:4]([O:3][CH2:1][CH3:2])=[O:36])[CH:7]=[CH:8]2)=[C:16]([NH:20][CH2:21][CH:22]([C:29]2[CH:34]=[CH:33][CH:32]=[CH:31][CH:30]=2)[C:23]2[CH:28]=[CH:27][CH:26]=[CH:25][CH:24]=2)[N:15]=1)=[O:40]. (8) Given the reactants [NH2:1][C:2]1[CH:7]=[CH:6][C:5]([S:8]([N:11]=[C:12]([N:15]2[N:19]=[CH:18][C:17]3([CH2:23][CH2:22][CH2:21][CH2:20]3)[CH2:16]2)SC)(=[O:10])=[O:9])=[CH:4][C:3]=1[F:24].[CH2:25]([NH2:27])[CH3:26].O, predict the reaction product. The product is: [NH2:1][C:2]1[CH:7]=[CH:6][C:5]([S:8]([N:11]=[C:12]([N:15]2[N:19]=[CH:18][C:17]3([CH2:23][CH2:22][CH2:21][CH2:20]3)[CH2:16]2)[NH:27][CH2:25][CH3:26])(=[O:10])=[O:9])=[CH:4][C:3]=1[F:24]. (9) Given the reactants Cl.[N:2]1([C:8]2[C:12]3[CH:13]=[CH:14][CH:15]=[CH:16][C:11]=3[S:10][N:9]=2)[CH2:7][CH2:6][NH:5][CH2:4][CH2:3]1.Cl[CH2:18][CH2:19][C:20]1[CH:21]=[C:22]2[C:27](=[CH:28][CH:29]=1)[NH:26][C:25](=[O:30])[C:24]([CH3:32])([CH3:31])[CH:23]2[CH3:33], predict the reaction product. The product is: [S:10]1[C:11]2[CH:16]=[CH:15][CH:14]=[CH:13][C:12]=2[C:8]([N:2]2[CH2:7][CH2:6][N:5]([CH2:18][CH2:19][C:20]3[CH:21]=[C:22]4[C:27](=[CH:28][CH:29]=3)[NH:26][C:25](=[O:30])[C:24]([CH3:31])([CH3:32])[CH:23]4[CH3:33])[CH2:4][CH2:3]2)=[N:9]1.